Predict the product of the given reaction. From a dataset of Forward reaction prediction with 1.9M reactions from USPTO patents (1976-2016). (1) Given the reactants Cl[C:2]1[N:7]=[C:6]([N:8]2[CH2:14][CH:13]([OH:15])[C:10]3([CH2:12][CH2:11]3)[CH2:9]2)[C:5]([F:16])=[C:4]([NH:17][NH2:18])[N:3]=1.[CH:19]1([CH2:24][C@H:25]([CH2:29][N:30]([CH:38]=[O:39])[O:31][CH:32]2[CH2:37][CH2:36][CH2:35][CH2:34][O:33]2)[C:26](O)=[O:27])[CH2:23][CH2:22][CH2:21][CH2:20]1.[CH:40]1C=NC2N(O)N=NC=2C=1.CN1CCOCC1.C(Cl)CCl, predict the reaction product. The product is: [CH:19]1([CH2:24][C@@H:25]([C:26]([NH:18][NH:17][C:4]2[C:5]([F:16])=[C:6]([N:8]3[CH2:14][C@@H:13]([OH:15])[C:10]4([CH2:12][CH2:11]4)[CH2:9]3)[N:7]=[C:2]([CH3:40])[N:3]=2)=[O:27])[CH2:29][N:30]([O:31][CH:32]2[CH2:37][CH2:36][CH2:35][CH2:34][O:33]2)[CH:38]=[O:39])[CH2:23][CH2:22][CH2:21][CH2:20]1. (2) Given the reactants [CH2:1]([O:4][C:5]1[CH:10]=[C:9]([O:11][CH3:12])[C:8]([S:13](Cl)(=[O:15])=[O:14])=[C:7]([O:17][CH3:18])[CH:6]=1)[C:2]#[CH:3].[OH:19][CH2:20][C@:21]([OH:71])([CH3:70])[C:22](=[O:69])[C@@H:23]([NH:28][C:29](=[O:68])[C@@H:30]([NH:38][C:39](=[O:67])[C@@H:40]([NH:45][C:46](=[O:66])[C@@H:47]([NH:56][C:57](=[O:65])[CH2:58][N:59]1[CH2:64][CH2:63][O:62][CH2:61][CH2:60]1)[CH2:48][CH2:49][C:50]1[CH:55]=[CH:54][CH:53]=[CH:52][CH:51]=1)[CH2:41][CH:42]([CH3:44])[CH3:43])[CH2:31][C:32]1[CH:37]=[CH:36][CH:35]=[CH:34][CH:33]=1)[CH2:24][CH:25]([CH3:27])[CH3:26], predict the reaction product. The product is: [CH3:12][O:11][C:9]1[CH:10]=[C:5]([O:4][CH2:1][C:2]#[CH:3])[CH:6]=[C:7]([O:17][CH3:18])[C:8]=1[S:13]([O:19][CH2:20][C:21]([OH:71])([CH3:70])[C:22](=[O:69])[C@H:23]([CH2:24][CH:25]([CH3:26])[CH3:27])[NH:28][C:29](=[O:68])[C@H:30]([CH2:31][C:32]1[CH:37]=[CH:36][CH:35]=[CH:34][CH:33]=1)[NH:38][C:39](=[O:67])[C@H:40]([CH2:41][CH:42]([CH3:44])[CH3:43])[NH:45][C:46](=[O:66])[C@H:47]([CH2:48][CH2:49][C:50]1[CH:55]=[CH:54][CH:53]=[CH:52][CH:51]=1)[NH:56][C:57](=[O:65])[CH2:58][N:59]1[CH2:64][CH2:63][O:62][CH2:61][CH2:60]1)(=[O:15])=[O:14]. (3) Given the reactants [NH:1]1[C:5]2[CH:6]=[CH:7][CH:8]=[CH:9][C:4]=2[N:3]=[C:2]1[C:10]1[C:11]([NH:15][CH2:16][CH2:17][C:18]([O:20][CH3:21])=[O:19])=[N:12][O:13][N:14]=1.C(=O)([O-])[O-].[K+].[K+].[Cl:28][C:29]1[CH:38]=[CH:37][C:32]([C:33](=[O:36])[CH2:34]Br)=[CH:31][CH:30]=1, predict the reaction product. The product is: [Cl:28][C:29]1[CH:38]=[CH:37][C:32]([C:33](=[O:36])[CH2:34][N:3]2[C:4]3[CH:9]=[CH:8][CH:7]=[CH:6][C:5]=3[N:1]=[C:2]2[C:10]2[C:11]([NH:15][CH2:16][CH2:17][C:18]([O:20][CH3:21])=[O:19])=[N:12][O:13][N:14]=2)=[CH:31][CH:30]=1. (4) Given the reactants [O:1]1[C:5]2[CH:6]=[CH:7][CH:8]=[CH:9][C:4]=2[CH2:3][CH2:2]1.[Br:10]Br.C(=O)(O)[O-].[Na+], predict the reaction product. The product is: [Br:10][C:8]1[CH:7]=[CH:6][C:5]2[O:1][CH2:2][CH2:3][C:4]=2[CH:9]=1. (5) Given the reactants [CH2:1]([O:3][C:4](=[O:16])[C:5]1[CH:10]=[CH:9][C:8]([O:11][CH3:12])=[CH:7][C:6]=1[O:13][CH2:14][CH3:15])[CH3:2].ClS([N:21]=[C:22]=O)(=O)=O, predict the reaction product. The product is: [CH2:1]([O:3][C:4](=[O:16])[C:5]1[CH:10]=[C:9]([C:22]#[N:21])[C:8]([O:11][CH3:12])=[CH:7][C:6]=1[O:13][CH2:14][CH3:15])[CH3:2]. (6) Given the reactants [Mg].Br[C:3]1[CH:8]=[C:7]([O:9][CH2:10][O:11][CH2:12][CH3:13])[CH:6]=[CH:5][C:4]=1[CH3:14].[B:15](OC(C)C)([O:20]C(C)C)[O:16]C(C)C.Cl, predict the reaction product. The product is: [CH2:12]([O:11][CH2:10][O:9][C:7]1[CH:6]=[CH:5][C:4]([CH3:14])=[C:3]([B:15]([OH:20])[OH:16])[CH:8]=1)[CH3:13]. (7) Given the reactants [OH:1][CH2:2]/[CH:3]=[C:4](/[C:6]1[CH:11]=[CH:10][C:9]([C:12]2[CH:17]=[CH:16][C:15]([C:18](=[O:20])[CH3:19])=[CH:14][CH:13]=2)=[CH:8][CH:7]=1)\[CH3:5].[CH2:21]([O:23][C@@H:24]([CH2:30][C:31]1[CH:36]=[CH:35][C:34](O)=[CH:33][CH:32]=1)[C:25]([O:27][CH2:28][CH3:29])=[O:26])[CH3:22], predict the reaction product. The product is: [C:18]([C:15]1[CH:14]=[CH:13][C:12]([C:9]2[CH:10]=[CH:11][C:6](/[C:4](/[CH3:5])=[CH:3]/[CH2:2][O:1][C:34]3[CH:33]=[CH:32][C:31]([CH2:30][C@H:24]([O:23][CH2:21][CH3:22])[C:25]([O:27][CH2:28][CH3:29])=[O:26])=[CH:36][CH:35]=3)=[CH:7][CH:8]=2)=[CH:17][CH:16]=1)(=[O:20])[CH3:19].